Dataset: NCI-60 drug combinations with 297,098 pairs across 59 cell lines. Task: Regression. Given two drug SMILES strings and cell line genomic features, predict the synergy score measuring deviation from expected non-interaction effect. (1) Drug 1: C1=C(C(=O)NC(=O)N1)F. Drug 2: COC1=C2C(=CC3=C1OC=C3)C=CC(=O)O2. Cell line: U251. Synergy scores: CSS=31.9, Synergy_ZIP=3.01, Synergy_Bliss=-0.198, Synergy_Loewe=-9.39, Synergy_HSA=-6.31. (2) Drug 1: CN1CCC(CC1)COC2=C(C=C3C(=C2)N=CN=C3NC4=C(C=C(C=C4)Br)F)OC. Drug 2: C1=CC(=CC=C1C#N)C(C2=CC=C(C=C2)C#N)N3C=NC=N3. Cell line: SNB-75. Synergy scores: CSS=11.9, Synergy_ZIP=-3.49, Synergy_Bliss=2.08, Synergy_Loewe=2.14, Synergy_HSA=2.36. (3) Drug 1: CC12CCC(CC1=CCC3C2CCC4(C3CC=C4C5=CN=CC=C5)C)O. Drug 2: N.N.Cl[Pt+2]Cl. Cell line: MDA-MB-435. Synergy scores: CSS=1.01, Synergy_ZIP=3.22, Synergy_Bliss=1.14, Synergy_Loewe=-6.69, Synergy_HSA=-3.28. (4) Drug 1: C1=CC(=CC=C1CCCC(=O)O)N(CCCl)CCCl. Drug 2: C(CC(=O)O)C(=O)CN.Cl. Cell line: SF-295. Synergy scores: CSS=8.76, Synergy_ZIP=-10.5, Synergy_Bliss=-12.2, Synergy_Loewe=-13.4, Synergy_HSA=-10.0.